From a dataset of Peptide-MHC class I binding affinity with 185,985 pairs from IEDB/IMGT. Regression. Given a peptide amino acid sequence and an MHC pseudo amino acid sequence, predict their binding affinity value. This is MHC class I binding data. (1) The peptide sequence is STMPLVMAW. The MHC is HLA-A32:07 with pseudo-sequence HLA-A32:07. The binding affinity (normalized) is 1.00. (2) The peptide sequence is GRVIPRMLY. The MHC is HLA-B08:03 with pseudo-sequence HLA-B08:03. The binding affinity (normalized) is 0.0847. (3) The peptide sequence is FLPDTRFAV. The MHC is HLA-A02:02 with pseudo-sequence HLA-A02:02. The binding affinity (normalized) is 0.914.